Task: Predict the product of the given reaction.. Dataset: Forward reaction prediction with 1.9M reactions from USPTO patents (1976-2016) Given the reactants [OH:1][N:2]=[C:3](Cl)[C:4]1[CH:9]=[CH:8][CH:7]=[CH:6][CH:5]=1.[CH2:11]([O:13][C:14](=[O:20])[C:15]#[C:16][CH:17]1[CH2:19][CH2:18]1)[CH3:12].C(N(CC)CC)C, predict the reaction product. The product is: [CH2:11]([O:13][C:14]([C:15]1[C:3]([C:4]2[CH:9]=[CH:8][CH:7]=[CH:6][CH:5]=2)=[N:2][O:1][C:16]=1[CH:17]1[CH2:19][CH2:18]1)=[O:20])[CH3:12].